Dataset: Forward reaction prediction with 1.9M reactions from USPTO patents (1976-2016). Task: Predict the product of the given reaction. (1) Given the reactants C[C:2]([CH3:5])([O-:4])C.[K+].[CH:7](=O)[C:8]1[CH:13]=[CH:12][CH:11]=[N:10][CH:9]=1.C1C[O:18][CH2:17][CH2:16]1, predict the reaction product. The product is: [N:10]1[CH:11]=[CH:12][CH:13]=[C:8](/[CH:7]=[CH:16]/[C:17]([O:4][CH2:2][CH3:5])=[O:18])[CH:9]=1. (2) The product is: [Cl:1][C:2]1[CH:3]=[CH:4][C:5]([N:8]2[C:12]([CH3:13])=[C:11]([C:36]([NH:40][C:31]3[CH:32]=[CH:33][C:28]([C:22]4([C:20]([OH:19])=[O:21])[CH2:27][CH2:26][CH2:25][CH2:24][CH2:23]4)=[N:29][CH:30]=3)=[O:42])[CH:10]=[N:9]2)=[CH:6][CH:7]=1. Given the reactants [Cl:1][C:2]1[CH:7]=[CH:6][C:5]([N:8]2[C:12]([CH3:13])=[CH:11][C:10](C(N)=O)=[N:9]2)=[CH:4][CH:3]=1.C([O:19][C:20]([C:22]1([C:28]2[CH:33]=[CH:32][C:31](Br)=[CH:30][N:29]=2)[CH2:27][CH2:26][CH2:25][CH2:24][CH2:23]1)=[O:21])C.C[CH:36]([NH2:40])C(C)N.C(=O)([O-])[O-:42].[K+].[K+], predict the reaction product.